From a dataset of Full USPTO retrosynthesis dataset with 1.9M reactions from patents (1976-2016). Predict the reactants needed to synthesize the given product. (1) Given the product [F:1][C:2]1[CH:3]=[C:4]([CH:5]=[CH:6][CH:7]=1)[O:8][CH2:15][CH2:14][CH2:13][C:12]([O:11][CH2:9][CH3:10])=[O:17], predict the reactants needed to synthesize it. The reactants are: [F:1][C:2]1[CH:3]=[C:4]([OH:8])[CH:5]=[CH:6][CH:7]=1.[CH2:9]([O:11][C:12](=[O:17])[CH2:13][CH2:14][CH2:15]Br)[CH3:10].C(=O)([O-])[O-].[K+].[K+]. (2) Given the product [ClH:1].[F:2][C:3]1[CH:51]=[CH:50][CH:49]=[CH:48][C:4]=1[CH2:5][NH:6][C:7](=[O:47])[CH2:8][CH:9]1[C:15](=[O:16])[N:14]([C:17]2[CH:18]=[CH:19][C:20]([CH2:23][NH2:24])=[CH:21][CH:22]=2)[C:13]2[CH:32]=[CH:33][CH:34]=[CH:35][C:12]=2[N:11]([CH2:36][C:37](=[O:45])[NH:38][C:39]2[CH:40]=[CH:41][CH:42]=[CH:43][CH:44]=2)[C:10]1=[O:46], predict the reactants needed to synthesize it. The reactants are: [ClH:1].[F:2][C:3]1[CH:51]=[CH:50][CH:49]=[CH:48][C:4]=1[CH2:5][NH:6][C:7](=[O:47])[CH2:8][CH:9]1[C:15](=[O:16])[N:14]([C:17]2[CH:22]=[CH:21][C:20]([CH2:23][NH:24]C(OC(C)(C)C)=O)=[CH:19][CH:18]=2)[C:13]2[CH:32]=[CH:33][CH:34]=[CH:35][C:12]=2[N:11]([CH2:36][C:37](=[O:45])[NH:38][C:39]2[CH:44]=[CH:43][CH:42]=[CH:41][CH:40]=2)[C:10]1=[O:46]. (3) Given the product [C:36]([O:35][C:34]([N:33]([C:31]1[S:30][CH2:29][C@H:28]2[C@:23]([C:21]3[CH:22]=[C:17]([Br:16])[CH:18]=[CH:19][C:20]=3[F:43])([CH2:24][O:25][C@@H:26]([CH2:41][F:42])[CH2:27]2)[N:32]=1)[C:9]([O:11][C:12]([CH3:13])([CH3:14])[CH3:15])=[O:10])=[O:40])([CH3:39])([CH3:37])[CH3:38], predict the reactants needed to synthesize it. The reactants are: [C:9](O[C:9]([O:11][C:12]([CH3:15])([CH3:14])[CH3:13])=[O:10])([O:11][C:12]([CH3:15])([CH3:14])[CH3:13])=[O:10].[Br:16][C:17]1[CH:18]=[CH:19][C:20]([F:43])=[C:21]([C@@:23]23[N:32]=[C:31]([NH:33][C:34](=[O:40])[O:35][C:36]([CH3:39])([CH3:38])[CH3:37])[S:30][CH2:29][C@@H:28]2[CH2:27][C@H:26]([CH2:41][F:42])[O:25][CH2:24]3)[CH:22]=1.